This data is from Full USPTO retrosynthesis dataset with 1.9M reactions from patents (1976-2016). The task is: Predict the reactants needed to synthesize the given product. (1) Given the product [CH3:26][C:4]1[CH:5]=[C:6]([C:8]2[S:9][C:10]3[C:15]([N:16]=2)=[CH:14][CH:13]=[C:12]([C:17]2([C:20]4[CH:21]=[CH:22][CH:23]=[CH:24][CH:25]=4)[CH2:18][CH2:19]2)[N:11]=3)[CH:7]=[C:2]([CH3:1])[C:3]=1[O:27][CH2:30][C@@H:31]([OH:32])[CH2:33][OH:34], predict the reactants needed to synthesize it. The reactants are: [CH3:1][C:2]1[CH:7]=[C:6]([C:8]2[S:9][C:10]3[C:15]([N:16]=2)=[CH:14][CH:13]=[C:12]([C:17]2([C:20]4[CH:25]=[CH:24][CH:23]=[CH:22][CH:21]=4)[CH2:19][CH2:18]2)[N:11]=3)[CH:5]=[C:4]([CH3:26])[C:3]=1[OH:27].[F-].[Cs+].[CH2:30]1[O:32][C@H:31]1[CH2:33][OH:34]. (2) Given the product [NH:1]1[C:9]2[C:4](=[CH:5][CH:6]=[CH:7][CH:8]=2)[C:3]([N:10]2[C:14](=[O:15])[C:13]3[C:12](=[CH:20][CH:19]=[CH:18][CH:17]=3)[C:11]2=[O:16])=[N:2]1, predict the reactants needed to synthesize it. The reactants are: [NH:1]1[C:9]2[C:4](=[CH:5][CH:6]=[CH:7][CH:8]=2)[C:3]([NH2:10])=[N:2]1.[C:11]1(=O)[O:16][C:14](=[O:15])[C:13]2=[CH:17][CH:18]=[CH:19][CH:20]=[C:12]12. (3) Given the product [CH2:18]=[C:19]1[CH:21]=[CH:34][CH:35]=[C:28]2[C:27]([N:26]([N:14]3[C:15]4[C:11](=[CH:10][C:9]([O:8][CH2:1][C:2]5[CH:3]=[CH:4][CH:5]=[CH:6][CH:7]=5)=[CH:17][CH:16]=4)[CH:12]=[CH:13]3)[C:30](=[O:31])[CH:20]12)=[O:36], predict the reactants needed to synthesize it. The reactants are: [CH2:1]([O:8][C:9]1[CH:10]=[C:11]2[C:15](=[CH:16][CH:17]=1)[NH:14][CH:13]=[CH:12]2)[C:2]1[CH:7]=[CH:6][CH:5]=[CH:4][CH:3]=1.[CH3:18][C:19]([O-])([CH3:21])[CH3:20].[K+].BrC[N:26]1[C:30](=[O:31])C2=CC=[CH:34][CH:35]=[C:28]2[C:27]1=[O:36]. (4) The reactants are: C(N[CH:5]([CH3:7])[CH3:6])(C)C.C([Li])CCC.[C:13]([C:16]1[C:17](=[O:24])[O:18]C(C)=[CH:20][C:21]=1[OH:22])(=[O:15])[CH3:14].CI. Given the product [C:13]([C:16]1[C:17](=[O:18])[O:24][C:7]([CH2:5][CH3:6])=[CH:20][C:21]=1[OH:22])(=[O:15])[CH3:14], predict the reactants needed to synthesize it. (5) Given the product [CH2:24]([S:25]([CH2:26][CH2:27][N:22]([CH3:30])[C:19]1[N:3]2[C:2]([CH:7]=[N:6][C:5]3[N:8]([CH2:11][O:12][CH2:13][CH2:14][Si:15]([CH3:18])([CH3:17])[CH3:16])[CH:9]=[CH:10][C:4]=32)=[CH:21][CH:20]=1)(=[O:29])=[O:28])[CH3:23], predict the reactants needed to synthesize it. The reactants are: Br[C:2]1[N:3]=[C:4]2[CH:10]=[CH:9][N:8]([CH2:11][O:12][CH2:13][CH2:14][Si:15]([CH3:18])([CH3:17])[CH3:16])[C:5]2=[N:6][CH:7]=1.[CH2:19]([N:22]1[CH2:27][CH2:26][S:25](=[O:29])(=[O:28])[CH2:24][CH2:23]1)[C:20]#[CH:21].[CH2:30]1CCN2C(=NCCC2)CC1. (6) Given the product [CH3:31][O:30][C:26]1[CH:25]=[C:23]([NH:24][C:5](=[O:7])[C:4]2[C:8]([F:13])=[CH:9][C:10]([O:11][CH3:12])=[C:2]([NH:1][C:14](=[O:17])[CH2:15][CH3:16])[CH:3]=2)[CH:22]=[C:21]([O:20][CH3:19])[C:27]=1[O:28][CH3:29], predict the reactants needed to synthesize it. The reactants are: [NH2:1][C:2]1[CH:3]=[C:4]([C:8]([F:13])=[CH:9][C:10]=1[O:11][CH3:12])[C:5]([OH:7])=O.[C:14](Cl)(=[O:17])[CH2:15][CH3:16].[CH3:19][O:20][C:21]1[CH:22]=[C:23]([CH:25]=[C:26]([O:30][CH3:31])[C:27]=1[O:28][CH3:29])[NH2:24]. (7) Given the product [CH2:1]([N:8]1[CH:12]=[C:11]([CH2:13][OH:14])[CH:10]=[N:9]1)[C:2]1[CH:3]=[CH:4][CH:5]=[CH:6][CH:7]=1, predict the reactants needed to synthesize it. The reactants are: [CH2:1]([N:8]1[CH:12]=[C:11]([C:13](OCC)=[O:14])[CH:10]=[N:9]1)[C:2]1[CH:7]=[CH:6][CH:5]=[CH:4][CH:3]=1.[H-].[Al+3].[Li+].[H-].[H-].[H-].[Cl-].[NH4+].